This data is from Forward reaction prediction with 1.9M reactions from USPTO patents (1976-2016). The task is: Predict the product of the given reaction. (1) The product is: [N:35]1[CH:40]=[CH:39][CH:38]=[C:37]([C:41]2[CH:49]=[CH:48][CH:47]=[CH:46][C:42]=2[C:43]([N:3]2[CH2:4][CH2:5][C@@H:6]3[C@@H:1]([N:8]([C:9]4[CH:18]=[N:17][C:16]5[C:11](=[CH:12][CH:13]=[CH:14][CH:15]=5)[N:10]=4)[CH2:7]3)[CH2:2]2)=[O:44])[CH:36]=1. Given the reactants [C@@H:1]12[N:8]([C:9]3[CH:18]=[N:17][C:16]4[C:11](=[CH:12][CH:13]=[CH:14][CH:15]=4)[N:10]=3)[CH2:7][C@@H:6]1[CH2:5][CH2:4][NH:3][CH2:2]2.CC1C=C(C)N=C(N2[C@@H]3[C@@H](CCNC3)C2)N=1.[N:35]1[CH:40]=[CH:39][CH:38]=[C:37]([C:41]2[CH:49]=[CH:48][CH:47]=[CH:46][C:42]=2[C:43](O)=[O:44])[CH:36]=1.S1C=CC=C1C1C=CC=CC=1C(O)=O, predict the reaction product. (2) Given the reactants [CH2:1]([O:8][C:9]1[CH:10]=[CH:11][C:12]([CH:20]2[CH2:22][O:21]2)=[C:13]2[C:18]=1[NH:17][C:16](=[O:19])[CH:15]=[CH:14]2)[C:2]1[CH:7]=[CH:6][CH:5]=[CH:4][CH:3]=1.[CH3:23][O:24][C:25]1[CH:35]=[CH:34][C:28]([CH2:29][C:30]2([NH2:33])[CH2:32][CH2:31]2)=[CH:27][CH:26]=1, predict the reaction product. The product is: [CH2:1]([O:8][C:9]1[CH:10]=[CH:11][C:12]([CH:20]([OH:21])[CH2:22][NH:33][C:30]2([CH2:29][C:28]3[CH:34]=[CH:35][C:25]([O:24][CH3:23])=[CH:26][CH:27]=3)[CH2:32][CH2:31]2)=[C:13]2[C:18]=1[NH:17][C:16](=[O:19])[CH:15]=[CH:14]2)[C:2]1[CH:3]=[CH:4][CH:5]=[CH:6][CH:7]=1. (3) Given the reactants [I-:1].[Na+].[C:3]([CH:5]1[CH2:10][CH2:9][N:8]([C:11](=[O:37])[C@H:12]([NH:16][C:17]([C:19]2[C:27]3[C:22](=[N:23][CH:24]=[C:25](Br)[N:26]=3)[N:21]([CH2:29][O:30][CH2:31][CH2:32][Si:33]([CH3:36])([CH3:35])[CH3:34])[CH:20]=2)=[O:18])[CH:13]2[CH2:15][CH2:14]2)[CH2:7][CH2:6]1)#[N:4].CN[C@@H]1CCCC[C@H]1NC, predict the reaction product. The product is: [C:3]([CH:5]1[CH2:10][CH2:9][N:8]([C:11](=[O:37])[C@H:12]([NH:16][C:17]([C:19]2[C:27]3[C:22](=[N:23][CH:24]=[C:25]([I:1])[N:26]=3)[N:21]([CH2:29][O:30][CH2:31][CH2:32][Si:33]([CH3:36])([CH3:35])[CH3:34])[CH:20]=2)=[O:18])[CH:13]2[CH2:15][CH2:14]2)[CH2:7][CH2:6]1)#[N:4]. (4) Given the reactants [CH:1]1([NH:7][C:8]2[CH:18]=[CH:17][C:11]([C:12]([O:14][CH2:15][CH3:16])=[O:13])=[CH:10][C:9]=2[N+:19]([O-])=O)[CH2:6][CH2:5][CH2:4][CH2:3][CH2:2]1.[H][H], predict the reaction product. The product is: [NH2:19][C:9]1[CH:10]=[C:11]([CH:17]=[CH:18][C:8]=1[NH:7][CH:1]1[CH2:6][CH2:5][CH2:4][CH2:3][CH2:2]1)[C:12]([O:14][CH2:15][CH3:16])=[O:13]. (5) Given the reactants [Cl:1][C:2]1[CH:3]=[C:4]([CH:17]=[CH:18][CH:19]=1)[C:5]([C:7]1[CH:16]=[CH:15][C:10]2[N:11]=[CH:12][S:13](=O)[C:9]=2[CH:8]=1)=[O:6].C([O-])([O-])=[O:21].[K+].[K+].Cl[CH2:27][CH2:28][O:29][C:30]1[CH:44]=[CH:43][C:33]([O:34][C:35]([CH3:42])([CH3:41])[C:36]([O:38][CH2:39][CH3:40])=[O:37])=[CH:32][CH:31]=1.[OH-].[Na+], predict the reaction product. The product is: [Cl:1][C:2]1[CH:3]=[C:4]([CH:17]=[CH:18][CH:19]=1)[C:5]([C:7]1[CH:16]=[CH:15][C:10]2[N:11]([CH2:27][CH2:28][O:29][C:30]3[CH:44]=[CH:43][C:33]([O:34][C:35]([CH3:42])([CH3:41])[C:36]([O:38][CH2:39][CH3:40])=[O:37])=[CH:32][CH:31]=3)[C:12](=[O:21])[S:13][C:9]=2[CH:8]=1)=[O:6]. (6) Given the reactants [CH3:1][O:2][C:3]1[CH:8]=[CH:7][C:6]([C:9]2[O:13][C:12]([C:14]3[S:15][CH:16]=[CH:17][CH:18]=3)=[N:11][C:10]=2[C:19]([O:21]CC)=[O:20])=[CH:5][CH:4]=1.[OH-].[Li+].Cl, predict the reaction product. The product is: [CH3:1][O:2][C:3]1[CH:8]=[CH:7][C:6]([C:9]2[O:13][C:12]([C:14]3[S:15][CH:16]=[CH:17][CH:18]=3)=[N:11][C:10]=2[C:19]([OH:21])=[O:20])=[CH:5][CH:4]=1. (7) Given the reactants [CH3:1][C:2]1[N:6]2[C:7]3[CH:16]=[C:15]([CH3:17])[NH:14][C:8]=3[CH:9]=[C:10]([N+:11]([O-:13])=[O:12])[C:5]2=[N:4][N:3]=1.C([O-])([O-])=O.[Cs+].[Cs+].[CH2:24](Br)[C:25]1[CH:30]=[CH:29][CH:28]=[CH:27][CH:26]=1.O, predict the reaction product. The product is: [CH2:24]([N:14]1[C:8]2[CH:9]=[C:10]([N+:11]([O-:13])=[O:12])[C:5]3[N:6]([C:2]([CH3:1])=[N:3][N:4]=3)[C:7]=2[CH:16]=[C:15]1[CH3:17])[C:25]1[CH:30]=[CH:29][CH:28]=[CH:27][CH:26]=1. (8) Given the reactants [OH:1][C:2]1[N:6]([CH3:7])[N:5]=[C:4]([C:8]([F:11])([F:10])[F:9])[CH:3]=1.P(Cl)(Cl)(Cl)=O.O.CN([CH:21]=[O:22])C, predict the reaction product. The product is: [OH:1][C:2]1[N:6]([CH3:7])[N:5]=[C:4]([C:8]([F:11])([F:10])[F:9])[C:3]=1[CH:21]=[O:22]. (9) Given the reactants [CH3:1][N:2]1[CH:6]=[CH:5][N:4]=[C:3]1[C:7]1[CH:16]=[CH:15][C:14]2[C:9](=[C:10]([C:17]3[CH:22]=[CH:21][C:20]([C:23]4[CH:24]=[N:25][N:26]([CH3:28])[CH:27]=4)=[CH:19][CH:18]=3)[CH:11]=[N:12][CH:13]=2)[N:8]=1.ClC1C=C(C=CC=1)C(OO)=[O:34].[OH-].[Na+], predict the reaction product. The product is: [CH3:1][N:2]1[CH:6]=[CH:5][N:4]=[C:3]1[C:7]1[CH:16]=[CH:15][C:14]2[C:9](=[C:10]([C:17]3[CH:18]=[CH:19][C:20]([C:23]4[CH:24]=[N:25][N:26]([CH3:28])[CH:27]=4)=[CH:21][CH:22]=3)[CH:11]=[N+:12]([O-:34])[CH:13]=2)[N:8]=1. (10) Given the reactants Cl[S:2]([C:5]1[S:9][C:8]([CH2:10][CH2:11][O:12][C:13](=[O:15])[CH3:14])=[C:7]([CH3:16])[CH:6]=1)(=[O:4])=[O:3].[NH3:17], predict the reaction product. The product is: [CH3:16][C:7]1[CH:6]=[C:5]([S:2](=[O:4])(=[O:3])[NH2:17])[S:9][C:8]=1[CH2:10][CH2:11][O:12][C:13](=[O:15])[CH3:14].